This data is from Reaction yield outcomes from USPTO patents with 853,638 reactions. The task is: Predict the reaction yield, written as a fraction of the theoretical maximum amount of product (1.0 means a 100% yield; for example, 0.34 means a 34% yield). The reactants are Cl[C:2]1[N:7]=[C:6]([C:8]2[CH:9]=[N:10][N:11]([CH:13]([CH:17]3[CH2:19][CH2:18]3)[CH2:14][C:15]#[N:16])[CH:12]=2)[N:5]2[CH:20]=[CH:21][N:22]=[C:4]2[CH:3]=1.[O:23]1[CH2:26][CH:25]([N:27]2[CH:31]=[C:30](B3OC(C)(C)C(C)(C)O3)[CH:29]=[N:28]2)[CH2:24]1.P([O-])([O-])([O-])=O.[K+].[K+].[K+].C1(P(C2CCCCC2)C2C=CC=CC=2C2C(C(C)C)=CC(C(C)C)=CC=2C(C)C)CCCCC1. The catalyst is C1C=CC(/C=C/C(/C=C/C2C=CC=CC=2)=O)=CC=1.C1C=CC(/C=C/C(/C=C/C2C=CC=CC=2)=O)=CC=1.C1C=CC(/C=C/C(/C=C/C2C=CC=CC=2)=O)=CC=1.[Pd].[Pd].O1CCOCC1. The product is [CH:17]1([CH:13]([N:11]2[CH:12]=[C:8]([C:6]3[N:5]4[CH:20]=[CH:21][N:22]=[C:4]4[CH:3]=[C:2]([C:30]4[CH:29]=[N:28][N:27]([CH:25]5[CH2:26][O:23][CH2:24]5)[CH:31]=4)[N:7]=3)[CH:9]=[N:10]2)[CH2:14][C:15]#[N:16])[CH2:19][CH2:18]1. The yield is 0.500.